Dataset: Full USPTO retrosynthesis dataset with 1.9M reactions from patents (1976-2016). Task: Predict the reactants needed to synthesize the given product. (1) Given the product [F:1][C:2]1[CH:7]=[CH:6][C:5]([F:8])=[CH:4][C:3]=1[CH:9]([S:30]([C:33]1[CH:38]=[CH:37][C:36]([F:39])=[CH:35][CH:34]=1)(=[O:32])=[O:31])[C:10]1[C:11]([CH3:29])=[CH:12][C:13]([C:16]([NH:18][CH2:19][CH2:20][NH:21][C:22](=[O:28])[O:23][CH3:24])=[O:17])=[N:14][CH:15]=1, predict the reactants needed to synthesize it. The reactants are: [F:1][C:2]1[CH:7]=[CH:6][C:5]([F:8])=[CH:4][C:3]=1[CH:9]([S:30]([C:33]1[CH:38]=[CH:37][C:36]([F:39])=[CH:35][CH:34]=1)(=[O:32])=[O:31])[C:10]1[C:11]([CH3:29])=[CH:12][C:13]([C:16]([NH:18][CH2:19][CH2:20][NH:21][C:22](=[O:28])[O:23][C:24](C)(C)C)=[O:17])=[N:14][CH:15]=1.ClC(OC)=O.C(N(CC)CC)C. (2) Given the product [Cl:1][C:2]1[CH:7]=[CH:6][C:5]([NH:8][S:25]([C:22]2[S:21][C:20]3[CH:29]=[CH:30][C:17]([Cl:16])=[CH:18][C:19]=3[C:23]=2[CH3:24])(=[O:27])=[O:26])=[CH:4][C:3]=1[N:9]1[CH2:10][CH2:11][N:12]([CH3:15])[CH2:13][CH2:14]1, predict the reactants needed to synthesize it. The reactants are: [Cl:1][C:2]1[CH:7]=[CH:6][C:5]([NH2:8])=[CH:4][C:3]=1[N:9]1[CH2:14][CH2:13][N:12]([CH3:15])[CH2:11][CH2:10]1.[Cl:16][C:17]1[CH:30]=[CH:29][C:20]2[S:21][C:22]([S:25](Cl)(=[O:27])=[O:26])=[C:23]([CH3:24])[C:19]=2[CH:18]=1.